From a dataset of Full USPTO retrosynthesis dataset with 1.9M reactions from patents (1976-2016). Predict the reactants needed to synthesize the given product. Given the product [CH3:37][O:38][C:39]([C:35]1[N:10]([C:12]2[CH:17]=[CH:16][CH:15]=[C:14]([C:18]([F:19])([F:21])[F:20])[CH:13]=2)[N:11]=[C:7]([C:4]2[CH:5]=[CH:6][C:1]([C:24]3[CH:25]=[CH:26][CH:27]=[CH:28][CH:29]=3)=[CH:2][CH:3]=2)[N:8]=1)=[O:34], predict the reactants needed to synthesize it. The reactants are: [C:1]1([C:24]2[CH:29]=[CH:28][CH:27]=[CH:26][CH:25]=2)[CH:6]=[CH:5][C:4]([C:7]2[N:8]=C(CO)[N:10]([C:12]3[CH:17]=[CH:16][CH:15]=[C:14]([C:18]([F:21])([F:20])[F:19])[CH:13]=3)[N:11]=2)=[CH:3][CH:2]=1.[C-]#N.[Na+].C[OH:34].[CH2:35]1[CH2:39][O:38][CH2:37]C1.